This data is from Catalyst prediction with 721,799 reactions and 888 catalyst types from USPTO. The task is: Predict which catalyst facilitates the given reaction. (1) Reactant: C([O:3][C:4]([C:6]1[CH:7]=[C:8]2[C:13](=[CH:14][CH:15]=1)[NH:12][CH:11]([C:16]1[CH:21]=[C:20]([F:22])[CH:19]=[C:18]([N:23]([CH3:25])[CH3:24])[CH:17]=1)[C:10]([CH3:27])([CH3:26])[CH2:9]2)=[O:5])C.O.[OH-].[Li+].O.Cl. Product: [CH3:25][N:23]([CH3:24])[C:18]1[CH:17]=[C:16]([CH:11]2[C:10]([CH3:27])([CH3:26])[CH2:9][C:8]3[C:13](=[CH:14][CH:15]=[C:6]([C:4]([OH:5])=[O:3])[CH:7]=3)[NH:12]2)[CH:21]=[C:20]([F:22])[CH:19]=1. The catalyst class is: 111. (2) Reactant: [NH2:1][CH2:2][CH2:3][NH:4][CH2:5][CH2:6][NH2:7].[CH3:8][C:9]([O:12][C:13]([O:15]N=C(C1C=CC=CC=1)C#N)=O)([CH3:11])[CH3:10]. Product: [C:9]([O:12][C:13](=[O:15])[NH:1][CH2:2][CH2:3][NH:4][CH2:5][CH2:6][NH:7][C:13]([O:12][C:9]([CH3:8])([CH3:10])[CH3:11])=[O:15])([CH3:11])([CH3:10])[CH3:8]. The catalyst class is: 1.